The task is: Predict the reaction yield, written as a fraction of the theoretical maximum amount of product (1.0 means a 100% yield; for example, 0.34 means a 34% yield).. This data is from Reaction yield outcomes from USPTO patents with 853,638 reactions. The reactants are [CH2:1]([O:3][C:4]([C:7]1[CH:11]=[C:10]([NH:12][C:13](=[O:21])OC2C=CC=CC=2)[N:9]([C:22]2[CH:27]=[CH:26][CH:25]=[CH:24][CH:23]=2)[N:8]=1)([CH3:6])[CH3:5])[CH3:2].[CH3:28][O:29][C:30]1[CH:31]=[C:32]2[C:37](=[CH:38][C:39]=1[O:40][CH3:41])[N:36]=[CH:35][N:34]=[C:33]2[S:42][C:43]1[CH:44]=[C:45]([CH:47]=[CH:48][CH:49]=1)[NH2:46].C(N(CC)C(C)C)(C)C. The catalyst is C1COCC1. The product is [CH3:28][O:29][C:30]1[CH:31]=[C:32]2[C:37](=[CH:38][C:39]=1[O:40][CH3:41])[N:36]=[CH:35][N:34]=[C:33]2[S:42][C:43]1[CH:44]=[C:45]([NH:46][C:13]([NH:12][C:10]2[N:9]([C:22]3[CH:23]=[CH:24][CH:25]=[CH:26][CH:27]=3)[N:8]=[C:7]([C:4]([O:3][CH2:1][CH3:2])([CH3:5])[CH3:6])[CH:11]=2)=[O:21])[CH:47]=[CH:48][CH:49]=1. The yield is 0.640.